This data is from NCI-60 drug combinations with 297,098 pairs across 59 cell lines. The task is: Regression. Given two drug SMILES strings and cell line genomic features, predict the synergy score measuring deviation from expected non-interaction effect. (1) Drug 1: CC1C(C(CC(O1)OC2CC(CC3=C2C(=C4C(=C3O)C(=O)C5=C(C4=O)C(=CC=C5)OC)O)(C(=O)C)O)N)O.Cl. Cell line: SW-620. Drug 2: CCC1=C2CN3C(=CC4=C(C3=O)COC(=O)C4(CC)O)C2=NC5=C1C=C(C=C5)O. Synergy scores: CSS=34.7, Synergy_ZIP=-9.45, Synergy_Bliss=-10.6, Synergy_Loewe=-10.2, Synergy_HSA=-7.31. (2) Drug 1: CNC(=O)C1=CC=CC=C1SC2=CC3=C(C=C2)C(=NN3)C=CC4=CC=CC=N4. Drug 2: C1CN(CCN1C(=O)CCBr)C(=O)CCBr. Cell line: HT29. Synergy scores: CSS=10.3, Synergy_ZIP=-5.23, Synergy_Bliss=-3.65, Synergy_Loewe=-5.18, Synergy_HSA=-4.84.